This data is from Forward reaction prediction with 1.9M reactions from USPTO patents (1976-2016). The task is: Predict the product of the given reaction. (1) Given the reactants [CH3:1][C:2]1[S:3][C:4]([C:7]([OH:9])=[O:8])=[CH:5][N:6]=1.[Li+].CC([N-]C(C)C)C.Cl[CH2:19][C:20]1[C:21]([C:26]2[CH:31]=[CH:30][CH:29]=[CH:28][CH:27]=2)=[N:22][O:23][C:24]=1[CH3:25], predict the reaction product. The product is: [CH3:25][C:24]1[O:23][N:22]=[C:21]([C:26]2[CH:27]=[CH:28][CH:29]=[CH:30][CH:31]=2)[C:20]=1[CH2:19][CH2:1][C:2]1[S:3][C:4]([C:7]([OH:9])=[O:8])=[CH:5][N:6]=1. (2) Given the reactants [NH2:1][C:2]1[CH:3]=[CH:4][CH:5]=[C:6]2[C:11]=1[CH2:10][C@H:9]([OH:12])[CH2:8][CH2:7]2.[F:13][C:14]([F:32])([F:31])[O:15][C:16]1[CH:21]=[CH:20][C:19]([C:22]2[CH:30]=[CH:29][C:25]([C:26](O)=[O:27])=[CH:24][N:23]=2)=[CH:18][CH:17]=1, predict the reaction product. The product is: [OH:12][C@H:9]1[CH2:10][C:11]2[C:2]([NH:1][C:26](=[O:27])[C:25]3[CH:29]=[CH:30][C:22]([C:19]4[CH:18]=[CH:17][C:16]([O:15][C:14]([F:32])([F:13])[F:31])=[CH:21][CH:20]=4)=[N:23][CH:24]=3)=[CH:3][CH:4]=[CH:5][C:6]=2[CH2:7][CH2:8]1. (3) Given the reactants [CH2:1]([O:8][C:9](=[O:23])[C:10](=[CH:16][C:17]1[CH:22]=[CH:21][CH:20]=[CH:19][CH:18]=1)[C:11](=[O:15])[CH:12]([CH3:14])[CH3:13])[C:2]1[CH:7]=[CH:6][CH:5]=[CH:4][CH:3]=1.[F:24][C:25]1[CH:32]=[CH:31][C:28]([CH:29]=[O:30])=[CH:27][CH:26]=1.C(N(CC)CC)C, predict the reaction product. The product is: [CH2:1]([O:8][C:9](=[O:23])[CH:10]([CH:16]([C:17]1[CH:22]=[CH:21][CH:20]=[CH:19][CH:18]=1)[C:29]([C:28]1[CH:31]=[CH:32][C:25]([F:24])=[CH:26][CH:27]=1)=[O:30])[C:11](=[O:15])[CH:12]([CH3:13])[CH3:14])[C:2]1[CH:3]=[CH:4][CH:5]=[CH:6][CH:7]=1. (4) Given the reactants [N+:1]([O-])([OH:3])=[O:2].[CH2:5]([O:12][C:13]1[CH:18]=[C:17](/[CH:19]=[CH:20]/[N+:21]([O-:23])=[O:22])[CH:16]=[CH:15][C:14]=1[O:24][CH3:25])[C:6]1[CH:11]=[CH:10][CH:9]=[CH:8][CH:7]=1, predict the reaction product. The product is: [CH2:5]([O:12][C:13]1[CH:18]=[C:17](/[CH:19]=[CH:20]/[N+:21]([O-:23])=[O:22])[C:16]([N+:1]([O-:3])=[O:2])=[CH:15][C:14]=1[O:24][CH3:25])[C:6]1[CH:7]=[CH:8][CH:9]=[CH:10][CH:11]=1. (5) Given the reactants Br[C:2]1[N:3]=[C:4]([N:7]2[CH2:12][CH2:11][CH:10]([NH:13][CH2:14][CH2:15][OH:16])[CH2:9][CH2:8]2)[S:5][CH:6]=1.[CH3:17][C:18]1([CH3:36])[C:26]2[C:21](=[CH:22][CH:23]=[C:24](B3OC(C)(C)C(C)(C)O3)[CH:25]=2)[CH2:20][CH2:19]1.C(=O)([O-])[O-].[Na+].[Na+].O1CCOCC1, predict the reaction product. The product is: [CH3:17][C:18]1([CH3:36])[C:26]2[C:21](=[CH:22][CH:23]=[C:24]([C:2]3[N:3]=[C:4]([N:7]4[CH2:12][CH2:11][CH:10]([NH:13][CH2:14][CH2:15][OH:16])[CH2:9][CH2:8]4)[S:5][CH:6]=3)[CH:25]=2)[CH2:20][CH2:19]1. (6) Given the reactants [Cl:1][C:2]1[CH:7]=[CH:6][C:5]([C:8]2[N:9]=[C:10]([CH2:13][N:14]3[CH:18]=[C:17]([C:19]([O:21]CC)=[O:20])[CH:16]=[N:15]3)[S:11][CH:12]=2)=[CH:4][C:3]=1[C:24]([F:27])([F:26])[F:25].[OH-].[Na+].O, predict the reaction product. The product is: [Cl:1][C:2]1[CH:7]=[CH:6][C:5]([C:8]2[N:9]=[C:10]([CH2:13][N:14]3[CH:18]=[C:17]([C:19]([OH:21])=[O:20])[CH:16]=[N:15]3)[S:11][CH:12]=2)=[CH:4][C:3]=1[C:24]([F:27])([F:25])[F:26]. (7) The product is: [Br:18][C:16]1[CH:15]=[CH:14][C:13]([F:19])=[C:12]([C@:3]2([CH3:11])[CH2:4][C@@H:5]([C:6]([F:7])([F:8])[F:9])[O:10][C:38]([NH:37][C:29](=[O:36])[C:30]3[CH:35]=[CH:34][CH:33]=[CH:32][CH:31]=3)=[N:2]2)[CH:17]=1. Given the reactants Cl.[NH2:2][C@@:3]([C:12]1[CH:17]=[C:16]([Br:18])[CH:15]=[CH:14][C:13]=1[F:19])([CH3:11])[CH2:4][C@H:5]([OH:10])[C:6]([F:9])([F:8])[F:7].C(N(C(C)C)CC)(C)C.[C:29]([N:37]=[C:38]=S)(=[O:36])[C:30]1[CH:35]=[CH:34][CH:33]=[CH:32][CH:31]=1.CCN=C=NCCC[N+](C)(C)C.[I-], predict the reaction product. (8) Given the reactants Cl.[F:2][C:3]1[CH:4]=[C:5]2[C:10](=[C:11]([N:13]3[CH2:18][CH2:17][N:16]([CH3:19])[CH2:15][CH2:14]3)[CH:12]=1)[O:9][CH:8]([C:20]([OH:22])=O)[CH2:7][CH2:6]2.C(N(CC)C(C)C)(C)C.CN(C(ON1N=NC2C=CC=CC1=2)=[N+](C)C)C.[B-](F)(F)(F)F.Cl.[NH2:55][C:56]1[CH:61]=[CH:60][C:59]([N:62]2[CH2:67][CH2:66][CH2:65][NH:64][C:63]2=[O:68])=[CH:58][CH:57]=1, predict the reaction product. The product is: [F:2][C:3]1[CH:4]=[C:5]2[C:10](=[C:11]([N:13]3[CH2:14][CH2:15][N:16]([CH3:19])[CH2:17][CH2:18]3)[CH:12]=1)[O:9][CH:8]([C:20]([NH:55][C:56]1[CH:57]=[CH:58][C:59]([N:62]3[CH2:67][CH2:66][CH2:65][NH:64][C:63]3=[O:68])=[CH:60][CH:61]=1)=[O:22])[CH2:7][CH2:6]2.